This data is from Forward reaction prediction with 1.9M reactions from USPTO patents (1976-2016). The task is: Predict the product of the given reaction. (1) Given the reactants [F:1][C:2]1[CH:3]=[C:4]([CH2:8][NH:9][C:10]([C:12]2[C:20]3[C:15](=[CH:16][C:17]([OH:21])=[CH:18][CH:19]=3)[N:14]([CH2:22][C:23]3[CH:24]=[N:25][CH:26]=[CH:27][CH:28]=3)[C:13]=2[CH:29]([CH3:31])[CH3:30])=[O:11])[CH:5]=[N:6][CH:7]=1.[CH:32]1(I)[CH2:36][CH2:35][CH2:34][CH2:33]1, predict the reaction product. The product is: [CH:32]1([O:21][C:17]2[CH:16]=[C:15]3[C:20]([C:12]([C:10]([NH:9][CH2:8][C:4]4[CH:5]=[N:6][CH:7]=[C:2]([F:1])[CH:3]=4)=[O:11])=[C:13]([CH:29]([CH3:31])[CH3:30])[N:14]3[CH2:22][C:23]3[CH:24]=[N:25][CH:26]=[CH:27][CH:28]=3)=[CH:19][CH:18]=2)[CH2:36][CH2:35][CH2:34][CH2:33]1. (2) Given the reactants Cl.Cl.[NH2:3][CH2:4][CH2:5][N:6]1[C:14]2[C:13]([NH:15][C:16]3[CH:21]=[CH:20][C:19]([O:22][C:23]4[C:28]5[CH:29]=[CH:30][S:31][C:27]=5[CH:26]=[CH:25][CH:24]=4)=[C:18]([Cl:32])[CH:17]=3)=[N:12][CH:11]=[N:10][C:9]=2[CH:8]=[CH:7]1.[CH3:33][S:34](Cl)(=[O:36])=[O:35].N1C=CC=CC=1.C(=O)([O-])O.[Na+], predict the reaction product. The product is: [S:31]1[C:27]2[CH:26]=[CH:25][CH:24]=[C:23]([O:22][C:19]3[CH:20]=[CH:21][C:16]([NH:15][C:13]4[C:14]5[N:6]([CH2:5][CH2:4][NH:3][S:34]([CH3:33])(=[O:36])=[O:35])[CH:7]=[CH:8][C:9]=5[N:10]=[CH:11][N:12]=4)=[CH:17][C:18]=3[Cl:32])[C:28]=2[CH:29]=[CH:30]1. (3) Given the reactants [F:1][C:2]([F:12])([F:11])[CH2:3][CH2:4][S:5]([CH2:8][C:9]#[N:10])(=[O:7])=[O:6].N1CCCC1C(O)=O.[CH2:21]1[O:31][C:24]2([CH2:29][CH2:28][C:27](=O)[CH2:26][CH2:25]2)[O:23][CH2:22]1, predict the reaction product. The product is: [O:23]1[C:24]2([CH2:29][CH2:28][CH:27]([CH:8]([S:5]([CH2:4][CH2:3][C:2]([F:1])([F:11])[F:12])(=[O:6])=[O:7])[C:9]#[N:10])[CH2:26][CH2:25]2)[O:31][CH2:21][CH2:22]1.